Dataset: Catalyst prediction with 721,799 reactions and 888 catalyst types from USPTO. Task: Predict which catalyst facilitates the given reaction. (1) Reactant: [NH2:1][C:2]1[C:21]([Cl:22])=[CH:20][C:5]([C:6]([N:8]([CH2:10][CH2:11][O:12][Si](C(C)(C)C)(C)C)[CH3:9])=[O:7])=[C:4]([O:23]C)[CH:3]=1.B(Cl)(Cl)Cl.CO.N. Product: [NH2:1][C:2]1[C:21]([Cl:22])=[CH:20][C:5]([C:6]([N:8]([CH2:10][CH2:11][OH:12])[CH3:9])=[O:7])=[C:4]([OH:23])[CH:3]=1. The catalyst class is: 4. (2) Reactant: Br[C:2]1[C:3]([O:12][CH3:13])=[CH:4][C:5]([O:10][CH3:11])=[C:6]([CH:9]=1)[CH:7]=[O:8].[S:14]1[C:18](B(O)O)=[CH:17][C:16]2[CH:22]=[CH:23][CH:24]=[CH:25][C:15]1=2.C(=O)([O-])[O-].[Na+].[Na+].O. Product: [S:14]1[C:18]([C:2]2[C:3]([O:12][CH3:13])=[CH:4][C:5]([O:10][CH3:11])=[C:6]([CH:9]=2)[CH:7]=[O:8])=[CH:17][C:16]2[CH:22]=[CH:23][CH:24]=[CH:25][C:15]1=2. The catalyst class is: 104. (3) Reactant: [F:1][C:2]1([F:19])[CH2:7][N:6]([C:8]([O:10][C:11]([CH3:14])([CH3:13])[CH3:12])=[O:9])[CH2:5][CH:4]([C:15](OC)=[O:16])[CH2:3]1.[BH4-].[Na+]. Product: [F:19][C:2]1([F:1])[CH2:3][CH:4]([CH2:15][OH:16])[CH2:5][N:6]([C:8]([O:10][C:11]([CH3:13])([CH3:12])[CH3:14])=[O:9])[CH2:7]1. The catalyst class is: 2.